Dataset: Catalyst prediction with 721,799 reactions and 888 catalyst types from USPTO. Task: Predict which catalyst facilitates the given reaction. (1) Reactant: [OH:1][CH:2]1[CH2:5][N:4]([C:6]2[S:7][CH:8]=[C:9]([C:11](=[O:17])[N:12]([CH2:14][CH2:15][OH:16])[CH3:13])[N:10]=2)[CH2:3]1.[Si:18](Cl)([C:21]([CH3:24])([CH3:23])[CH3:22])([CH3:20])[CH3:19].N1C=CN=C1. Product: [Si:18]([O:16][CH2:15][CH2:14][N:12]([CH3:13])[C:11]([C:9]1[N:10]=[C:6]([N:4]2[CH2:5][CH:2]([OH:1])[CH2:3]2)[S:7][CH:8]=1)=[O:17])([C:21]([CH3:24])([CH3:23])[CH3:22])([CH3:20])[CH3:19]. The catalyst class is: 9. (2) Reactant: [Cl:1][C:2]1[CH:3]=[C:4]([C:9]2([C:22]([F:25])([F:24])[F:23])[O:13][N:12]=[C:11]([C:14]3[CH:15]=[CH:16][C:17]([CH3:21])=[C:18]([CH:20]=3)[NH2:19])[CH2:10]2)[CH:5]=[C:6]([Cl:8])[CH:7]=1.[C:26](O)(=[O:29])[CH:27]=[CH2:28].Cl.C(N(CC)CCCN=C=NCC)C.C(=O)([O-])O.[Na+]. Product: [Cl:1][C:2]1[CH:3]=[C:4]([C:9]2([C:22]([F:23])([F:25])[F:24])[O:13][N:12]=[C:11]([C:14]3[CH:15]=[CH:16][C:17]([CH3:21])=[C:18]([NH:19][C:26](=[O:29])[CH:27]=[CH2:28])[CH:20]=3)[CH2:10]2)[CH:5]=[C:6]([Cl:8])[CH:7]=1. The catalyst class is: 9.